This data is from Forward reaction prediction with 1.9M reactions from USPTO patents (1976-2016). The task is: Predict the product of the given reaction. (1) Given the reactants C1(P(C2CCCCC2)C2C=CC=CC=2C2C=CC=CC=2)CCCCC1.[CH2:26]([O:28][C:29]1[CH:30]=[C:31](/[CH:43]=[C:44](\[CH2:50][CH3:51])/[C:45]([O:47][CH2:48][CH3:49])=[O:46])[CH:32]=[CH:33][C:34]=1OS(C(F)(F)F)(=O)=O)[CH3:27].[CH3:52][NH:53][C:54]1[CH:59]=[CH:58][CH:57]=[C:56](B2OC(C)(C)C(C)(C)O2)[CH:55]=1.P([O-])([O-])([O-])=O.[K+].[K+].[K+], predict the reaction product. The product is: [CH2:26]([O:28][C:29]1[CH:30]=[C:31](/[CH:43]=[C:44](\[CH2:50][CH3:51])/[C:45]([O:47][CH2:48][CH3:49])=[O:46])[CH:32]=[CH:33][C:34]=1[C:56]1[CH:57]=[CH:58][CH:59]=[C:54]([NH:53][CH3:52])[CH:55]=1)[CH3:27]. (2) Given the reactants Br[C:2]1[CH:3]=[C:4]2[CH2:10][C:9](=[O:11])[NH:8][C:5]2=[N:6][CH:7]=1.[F:12][C:13]1[CH:14]=[C:15](B(O)O)[CH:16]=[CH:17][CH:18]=1.[Li+].[Cl-].C([O-])([O-])=O.[Na+].[Na+], predict the reaction product. The product is: [F:12][C:13]1[CH:18]=[C:17]([C:2]2[CH:3]=[C:4]3[CH2:10][C:9](=[O:11])[NH:8][C:5]3=[N:6][CH:7]=2)[CH:16]=[CH:15][CH:14]=1. (3) Given the reactants [CH3:1][S:2]([CH3:5])(=[O:4])=[O:3].[Li]CCCC.[C:11]([O:15][C:16]([N:18]1[CH2:23][CH2:22][CH:21]([O:24][C:25]2[CH:30]=[CH:29][C:28](C=O)=[C:27]([B:33]3[O:37][C:36](C)(C)C(C)(C)[O:34]3)[CH:26]=2)[CH2:20][CH2:19]1)=[O:17])([CH3:14])([CH3:13])[CH3:12], predict the reaction product. The product is: [C:11]([O:15][C:16]([N:18]1[CH2:23][CH2:22][CH:21]([O:24][C:25]2[CH:30]=[CH:29][C:28]3[CH:36]([CH2:1][S:2]([CH3:5])(=[O:4])=[O:3])[O:37][B:33]([OH:34])[C:27]=3[CH:26]=2)[CH2:20][CH2:19]1)=[O:17])([CH3:13])([CH3:12])[CH3:14]. (4) Given the reactants [N:1]1[C:9]2[C:4](=[N:5][CH:6]=[CH:7][CH:8]=2)[N:3]([C:10]2[CH:20]=[CH:19][C:13]([C:14]([O:16]CC)=O)=[CH:12][CH:11]=2)[CH:2]=1.Cl.[CH3:22][C:23]1[CH:28]=[CH:27][C:26]([C:29]([CH:31]2[CH2:36][CH2:35][NH:34][CH2:33][CH2:32]2)=[O:30])=[CH:25][CH:24]=1, predict the reaction product. The product is: [N:1]1[C:9]2[C:4](=[N:5][CH:6]=[CH:7][CH:8]=2)[N:3]([C:10]2[CH:11]=[CH:12][C:13]([C:14]([N:34]3[CH2:35][CH2:36][CH:31]([C:29](=[O:30])[C:26]4[CH:25]=[CH:24][C:23]([CH3:22])=[CH:28][CH:27]=4)[CH2:32][CH2:33]3)=[O:16])=[CH:19][CH:20]=2)[CH:2]=1. (5) Given the reactants [N:1]([CH2:4][C:5]1[CH:10]=[CH:9][C:8]([O:11][CH3:12])=[CH:7][C:6]=1[O:13][CH3:14])=[N+:2]=[N-:3].[C:15]([C:17]1[CH:24]=[CH:23][CH:22]=[CH:21][C:18]=1[CH:19]=[O:20])#[CH:16].C(O)(C)(C)C.O=C1O[C@H]([C@H](CO)O)C([O-])=C1O.[Na+], predict the reaction product. The product is: [CH3:14][O:13][C:6]1[CH:7]=[C:8]([O:11][CH3:12])[CH:9]=[CH:10][C:5]=1[CH2:4][N:1]1[CH:16]=[C:15]([C:17]2[CH:24]=[CH:23][CH:22]=[CH:21][C:18]=2[CH:19]=[O:20])[N:3]=[N:2]1. (6) Given the reactants Cl[C:2]1[C:11]2[C:6](=[CH:7][C:8]([O:14][CH2:15][CH2:16][CH2:17][N:18]3[CH2:23][CH2:22][O:21][CH2:20][CH2:19]3)=[C:9]([O:12][CH3:13])[CH:10]=2)[N:5]=[CH:4][N:3]=1.Cl.[CH3:25][O:26][C:27](=[O:35])[CH2:28][C:29]1[CH:33]=[C:32]([NH2:34])[NH:31][N:30]=1, predict the reaction product. The product is: [CH3:25][O:26][C:27](=[O:35])[CH2:28][C:29]1[CH:33]=[C:32]([NH:34][C:2]2[C:11]3[C:6](=[CH:7][C:8]([O:14][CH2:15][CH2:16][CH2:17][N:18]4[CH2:23][CH2:22][O:21][CH2:20][CH2:19]4)=[C:9]([O:12][CH3:13])[CH:10]=3)[N:5]=[CH:4][N:3]=2)[NH:31][N:30]=1. (7) Given the reactants [CH3:1][NH:2][CH:3]1[CH2:8][CH2:7][CH:6]([NH:9][C:10]2[N:11]=[CH:12][N:13]=[C:14]3[C:21]=2[C:20]2[CH2:19][CH2:18][CH2:17][C:16]=2[S:15]3)[CH2:5][CH2:4]1.C(=O)([O-])[O-].[K+].[K+].Cl[CH2:29][C:30]([N:32]1[CH2:36][CH2:35][CH2:34][CH2:33]1)=[O:31], predict the reaction product. The product is: [CH3:1][N:2]([CH:3]1[CH2:8][CH2:7][CH:6]([NH:9][C:10]2[N:11]=[CH:12][N:13]=[C:14]3[C:21]=2[C:20]2[CH2:19][CH2:18][CH2:17][C:16]=2[S:15]3)[CH2:5][CH2:4]1)[CH2:29][C:30]([N:32]1[CH2:36][CH2:35][CH2:34][CH2:33]1)=[O:31]. (8) Given the reactants Br[C:2]1[CH:3]=[C:4]([C:9]([OH:11])=O)[CH:5]=[N:6][C:7]=1Cl.[Cl:12][C:13]1[CH:18]=[CH:17][C:16](B(O)O)=[CH:15][CH:14]=1.[NH2:22][C@@H:23]1[CH2:28][CH2:27][CH2:26][CH2:25][C@H:24]1[OH:29], predict the reaction product. The product is: [Cl:12][C:13]1[CH:18]=[CH:17][C:16]([C:2]2[C:7]([O:11][CH2:9][CH:4]([CH3:5])[CH3:3])=[N:6][CH:5]=[C:4]([CH:3]=2)[C:9]([NH:22][C@@H:23]2[CH2:28][CH2:27][CH2:26][CH2:25][C@H:24]2[OH:29])=[O:11])=[CH:15][CH:14]=1. (9) Given the reactants C(OC([N:8]([C:16]1[C:21]([C:22]2[N:23]=[N:24][N:25]([C:27]3[CH:32]=[CH:31][CH:30]=[CH:29][CH:28]=3)[CH:26]=2)=[N:20][C:19]([C:33]2[CH:38]=[CH:37][C:36]([S:39]([CH:42]([CH3:44])[CH3:43])(=[O:41])=[O:40])=[CH:35][CH:34]=2)=[CH:18][N:17]=1)C(=O)OC(C)(C)C)=O)(C)(C)C.C(O)(C(F)(F)F)=O.CC#N, predict the reaction product. The product is: [CH:42]([S:39]([C:36]1[CH:35]=[CH:34][C:33]([C:19]2[N:20]=[C:21]([C:22]3[N:23]=[N:24][N:25]([C:27]4[CH:32]=[CH:31][CH:30]=[CH:29][CH:28]=4)[CH:26]=3)[C:16]([NH2:8])=[N:17][CH:18]=2)=[CH:38][CH:37]=1)(=[O:41])=[O:40])([CH3:44])[CH3:43]. (10) Given the reactants C1C=CC(P(C2C=CC=CC=2)C2C=CC=CC=2)=CC=1.CCOC(/N=N/C(OCC)=O)=O.[CH2:32]([N:39]1[C:44]([CH3:45])=[CH:43][C:42]([OH:46])=[C:41]([Br:47])[C:40]1=[O:48])[C:33]1[CH:38]=[CH:37][CH:36]=[CH:35][CH:34]=1.[F:49][C:50]1[CH:57]=[C:56]([F:58])[CH:55]=[CH:54][C:51]=1[CH2:52]O, predict the reaction product. The product is: [CH2:32]([N:39]1[C:44]([CH3:45])=[CH:43][C:42]([O:46][CH2:52][C:51]2[CH:54]=[CH:55][C:56]([F:58])=[CH:57][C:50]=2[F:49])=[C:41]([Br:47])[C:40]1=[O:48])[C:33]1[CH:34]=[CH:35][CH:36]=[CH:37][CH:38]=1.